This data is from Full USPTO retrosynthesis dataset with 1.9M reactions from patents (1976-2016). The task is: Predict the reactants needed to synthesize the given product. Given the product [Cl:21][C:22]1[CH:27]=[CH:26][C:25]([S:28]([NH:12][CH2:11][C:8]2[CH:9]=[CH:10][C:5]([C:3]([O:2][CH3:1])=[O:4])=[CH:6][N:7]=2)(=[O:30])=[O:29])=[CH:24][CH:23]=1, predict the reactants needed to synthesize it. The reactants are: [CH3:1][O:2][C:3]([C:5]1[CH:6]=[N:7][C:8]([CH2:11][NH2:12])=[CH:9][CH:10]=1)=[O:4].Cl.C(N(CC)CC)C.[Cl:21][C:22]1[CH:27]=[CH:26][C:25]([S:28](Cl)(=[O:30])=[O:29])=[CH:24][CH:23]=1.